From a dataset of NCI-60 drug combinations with 297,098 pairs across 59 cell lines. Regression. Given two drug SMILES strings and cell line genomic features, predict the synergy score measuring deviation from expected non-interaction effect. (1) Synergy scores: CSS=26.6, Synergy_ZIP=-10.1, Synergy_Bliss=-2.89, Synergy_Loewe=0.425, Synergy_HSA=1.56. Drug 1: CC1=C(N=C(N=C1N)C(CC(=O)N)NCC(C(=O)N)N)C(=O)NC(C(C2=CN=CN2)OC3C(C(C(C(O3)CO)O)O)OC4C(C(C(C(O4)CO)O)OC(=O)N)O)C(=O)NC(C)C(C(C)C(=O)NC(C(C)O)C(=O)NCCC5=NC(=CS5)C6=NC(=CS6)C(=O)NCCC[S+](C)C)O. Cell line: IGROV1. Drug 2: C1CN(CCN1C(=O)CCBr)C(=O)CCBr. (2) Drug 1: CC1=C2C(C(=O)C3(C(CC4C(C3C(C(C2(C)C)(CC1OC(=O)C(C(C5=CC=CC=C5)NC(=O)OC(C)(C)C)O)O)OC(=O)C6=CC=CC=C6)(CO4)OC(=O)C)OC)C)OC. Drug 2: CCC1=C2CN3C(=CC4=C(C3=O)COC(=O)C4(CC)O)C2=NC5=C1C=C(C=C5)O. Cell line: HOP-92. Synergy scores: CSS=50.6, Synergy_ZIP=-1.27, Synergy_Bliss=-1.41, Synergy_Loewe=2.06, Synergy_HSA=5.92. (3) Cell line: SK-OV-3. Synergy scores: CSS=45.8, Synergy_ZIP=-4.44, Synergy_Bliss=1.03, Synergy_Loewe=-2.52, Synergy_HSA=2.70. Drug 1: CCC1=CC2CC(C3=C(CN(C2)C1)C4=CC=CC=C4N3)(C5=C(C=C6C(=C5)C78CCN9C7C(C=CC9)(C(C(C8N6C)(C(=O)OC)O)OC(=O)C)CC)OC)C(=O)OC.C(C(C(=O)O)O)(C(=O)O)O. Drug 2: CC1=C(C(=O)C2=C(C1=O)N3CC4C(C3(C2COC(=O)N)OC)N4)N. (4) Drug 1: COC1=NC(=NC2=C1N=CN2C3C(C(C(O3)CO)O)O)N. Drug 2: CS(=O)(=O)CCNCC1=CC=C(O1)C2=CC3=C(C=C2)N=CN=C3NC4=CC(=C(C=C4)OCC5=CC(=CC=C5)F)Cl. Cell line: DU-145. Synergy scores: CSS=2.88, Synergy_ZIP=-0.0203, Synergy_Bliss=0.271, Synergy_Loewe=-8.45, Synergy_HSA=-2.97. (5) Drug 1: CC1CCC2CC(C(=CC=CC=CC(CC(C(=O)C(C(C(=CC(C(=O)CC(OC(=O)C3CCCCN3C(=O)C(=O)C1(O2)O)C(C)CC4CCC(C(C4)OC)O)C)C)O)OC)C)C)C)OC. Drug 2: C#CCC(CC1=CN=C2C(=N1)C(=NC(=N2)N)N)C3=CC=C(C=C3)C(=O)NC(CCC(=O)O)C(=O)O. Cell line: UO-31. Synergy scores: CSS=41.4, Synergy_ZIP=4.50, Synergy_Bliss=0.253, Synergy_Loewe=-8.59, Synergy_HSA=-0.297. (6) Drug 1: CNC(=O)C1=NC=CC(=C1)OC2=CC=C(C=C2)NC(=O)NC3=CC(=C(C=C3)Cl)C(F)(F)F. Drug 2: CCN(CC)CCCC(C)NC1=C2C=C(C=CC2=NC3=C1C=CC(=C3)Cl)OC. Cell line: MALME-3M. Synergy scores: CSS=12.3, Synergy_ZIP=-6.96, Synergy_Bliss=-4.61, Synergy_Loewe=-9.50, Synergy_HSA=-0.359. (7) Drug 1: CN(C)C1=NC(=NC(=N1)N(C)C)N(C)C. Drug 2: COC1=NC(=NC2=C1N=CN2C3C(C(C(O3)CO)O)O)N. Cell line: NCIH23. Synergy scores: CSS=-0.307, Synergy_ZIP=0.783, Synergy_Bliss=-0.0540, Synergy_Loewe=-1.66, Synergy_HSA=-1.22.